Task: Predict the product of the given reaction.. Dataset: Forward reaction prediction with 1.9M reactions from USPTO patents (1976-2016) (1) Given the reactants C([C:6]([C:21]1[CH:26]=[CH:25][C:24]([O:27][CH:28]([F:30])[F:29])=[C:23]([O:31][CH:32]([F:34])[F:33])[CH:22]=1)([C:14]1[CH:15]=[CH:16][C:17]([Br:20])=[N:18][CH:19]=1)[CH2:7][C:8]1[CH:9]=[N:10][CH:11]=[CH:12][CH:13]=1)(OCC)=O.[Li+].[OH-].Cl, predict the reaction product. The product is: [F:34][CH:32]([F:33])[O:31][C:23]1[CH:22]=[C:21]([CH:6]([C:14]2[CH:15]=[CH:16][C:17]([Br:20])=[N:18][CH:19]=2)[CH2:7][C:8]2[CH:9]=[N:10][CH:11]=[CH:12][CH:13]=2)[CH:26]=[CH:25][C:24]=1[O:27][CH:28]([F:30])[F:29]. (2) The product is: [C:27]12([C:24]3[CH:25]=[CH:26][C:21]([O:20][CH2:19][C:18]([NH:17][C:12]4[CH:11]=[C:10]([CH:15]=[CH:14][C:13]=4[OH:16])[C:9]([NH2:2])=[O:38])=[O:37])=[CH:22][CH:23]=3)[CH2:28][CH:29]3[CH2:35][CH:33]([CH2:32][CH:31]([CH2:30]3)[CH2:36]1)[CH2:34]2. Given the reactants [Cl-].[NH4+:2].C[Al](C)C.CO[C:9](=[O:38])[C:10]1[CH:15]=[CH:14][C:13]([OH:16])=[C:12]([NH:17][C:18](=[O:37])[CH2:19][O:20][C:21]2[CH:26]=[CH:25][C:24]([C:27]34[CH2:36][CH:31]5[CH2:32][CH:33]([CH2:35][CH:29]([CH2:30]5)[CH2:28]3)[CH2:34]4)=[CH:23][CH:22]=2)[CH:11]=1.Cl, predict the reaction product. (3) Given the reactants [OH:1][CH2:2][CH2:3][CH2:4][C:5]1[CH:6]=[C:7]([CH:15]=[CH:16][CH:17]=1)[O:8][CH2:9][C:10]([O:12][CH2:13][CH3:14])=[O:11].[CH3:18][S:19](Cl)(=[O:21])=[O:20].O, predict the reaction product. The product is: [CH3:18][S:19]([O:1][CH2:2][CH2:3][CH2:4][C:5]1[CH:6]=[C:7]([CH:15]=[CH:16][CH:17]=1)[O:8][CH2:9][C:10]([O:12][CH2:13][CH3:14])=[O:11])(=[O:21])=[O:20]. (4) Given the reactants O[CH2:2][C:3]1[C:8]([CH3:9])=[C:7]([O:10][CH2:11][C:12]([F:15])([F:14])[F:13])[CH:6]=[CH:5][N:4]=1.S(Cl)([Cl:18])=O, predict the reaction product. The product is: [ClH:18].[Cl:18][CH2:2][C:3]1[C:8]([CH3:9])=[C:7]([O:10][CH2:11][C:12]([F:15])([F:14])[F:13])[CH:6]=[CH:5][N:4]=1.